From a dataset of Forward reaction prediction with 1.9M reactions from USPTO patents (1976-2016). Predict the product of the given reaction. (1) The product is: [Cl:1][C:2]1[N:7]=[N:6][C:5]([C:8]([NH2:22])=[O:9])=[C:4]([NH:13][C:14]2[CH:19]=[C:18]([CH3:20])[CH:17]=[C:16]([CH3:21])[N:15]=2)[CH:3]=1. Given the reactants [Cl:1][C:2]1[N:7]=[N:6][C:5]([C:8](OCC)=[O:9])=[C:4]([NH:13][C:14]2[CH:19]=[C:18]([CH3:20])[CH:17]=[C:16]([CH3:21])[N:15]=2)[CH:3]=1.[NH3:22], predict the reaction product. (2) Given the reactants [Cl:1][C:2]1[CH:3]=[N:4][C:5]([C:8]2[CH:13]=[CH:12][C:11]([OH:14])=[CH:10][CH:9]=2)=[N:6][CH:7]=1.[CH2:15]([O:17][C:18]([C:20]1([CH2:36]I)[CH2:24][CH2:23][N:22]([C:25](=[O:35])[C:26]2[CH:31]=[CH:30][CH:29]=[CH:28][C:27]=2[O:32][CH2:33][CH3:34])[CH2:21]1)=[O:19])[CH3:16], predict the reaction product. The product is: [CH2:15]([O:17][C:18]([C:20]1([CH2:36][O:14][C:11]2[CH:12]=[CH:13][C:8]([C:5]3[N:4]=[CH:3][C:2]([Cl:1])=[CH:7][N:6]=3)=[CH:9][CH:10]=2)[CH2:24][CH2:23][N:22]([C:25](=[O:35])[C:26]2[CH:31]=[CH:30][CH:29]=[CH:28][C:27]=2[O:32][CH2:33][CH3:34])[CH2:21]1)=[O:19])[CH3:16]. (3) Given the reactants [CH3:1][C:2]1[NH:3][C:4]2[C:9]([C:10]=1[CH3:11])=[CH:8][C:7]([O:12][C:13]1[C:22]3[C:17](=[CH:18][C:19]([OH:25])=[C:20]([O:23][CH3:24])[CH:21]=3)[N:16]=[CH:15][N:14]=1)=[CH:6][CH:5]=2.O[CH2:27][CH2:28][CH2:29][N:30]1[CH2:35][CH2:34][O:33][CH2:32][CH2:31]1, predict the reaction product. The product is: [CH3:1][C:2]1[NH:3][C:4]2[C:9]([C:10]=1[CH3:11])=[CH:8][C:7]([O:12][C:13]1[C:22]3[C:17](=[CH:18][C:19]([O:25][CH2:27][CH2:28][CH2:29][N:30]4[CH2:35][CH2:34][O:33][CH2:32][CH2:31]4)=[C:20]([O:23][CH3:24])[CH:21]=3)[N:16]=[CH:15][N:14]=1)=[CH:6][CH:5]=2. (4) Given the reactants [C:1]1(=O)[CH2:6][CH2:5][CH2:4][C:3](=[O:7])[CH2:2]1.[Cl:9][C:10]1[CH:15]=[CH:14][C:13]([NH:16][NH2:17])=[CH:12][CH:11]=1, predict the reaction product. The product is: [Cl:9][C:10]1[CH:15]=[CH:14][C:13]([NH:16][N:17]=[C:1]2[CH2:6][CH2:5][CH2:4][C:3](=[O:7])[CH2:2]2)=[CH:12][CH:11]=1. (5) Given the reactants [OH:1][C:2]1[N:6]([CH3:7])[N:5]=[C:4]([CH3:8])[C:3]=1[C:9](=O)[CH3:10].Cl.[C:13]1([O:19][NH2:20])[CH:18]=[CH:17][CH:16]=[CH:15][CH:14]=1, predict the reaction product. The product is: [CH3:7][N:6]1[C:2]([OH:1])=[C:3]([C:9](=[N:20][O:19][C:13]2[CH:18]=[CH:17][CH:16]=[CH:15][CH:14]=2)[CH3:10])[C:4]([CH3:8])=[N:5]1. (6) Given the reactants [CH3:1][O:2][C:3]1[CH:4]=[C:5]([C:13]2[CH:18]=[C:17]([CH2:19][N:20]3[CH2:25][CH2:24][NH:23][CH2:22][CH2:21]3)[CH:16]=[CH:15][N:14]=2)[CH:6]=[C:7]([O:11][CH3:12])[C:8]=1[O:9][CH3:10].[Cl:26][CH2:27][C:28]1[CH:33]=[CH:32][N:31]=[C:30]([C:34]2[CH:43]=[CH:42][C:41]3[C:36](=[CH:37][CH:38]=[CH:39][CH:40]=3)[CH:35]=2)[CH:29]=1, predict the reaction product. The product is: [ClH:26].[ClH:26].[ClH:26].[ClH:26].[CH:35]1[C:36]2[C:41](=[CH:40][CH:39]=[CH:38][CH:37]=2)[CH:42]=[CH:43][C:34]=1[C:30]1[CH:29]=[C:28]([CH2:27][N:23]2[CH2:24][CH2:25][N:20]([CH2:19][C:17]3[CH:16]=[CH:15][N:14]=[C:13]([C:5]4[CH:6]=[C:7]([O:11][CH3:12])[C:8]([O:9][CH3:10])=[C:3]([O:2][CH3:1])[CH:4]=4)[CH:18]=3)[CH2:21][CH2:22]2)[CH:33]=[CH:32][N:31]=1.[ClH:26]. (7) Given the reactants C([O:4][CH2:5][C:6]([CH3:45])([CH3:44])[CH2:7][N:8]1[C:14]2[CH:15]=[CH:16][C:17]([Cl:19])=[CH:18][C:13]=2[C@@H:12]([C:20]2[CH:25]=[CH:24][CH:23]=[C:22]([O:26][CH3:27])[C:21]=2[O:28][CH3:29])[O:11][C@H:10]([CH2:30][C:31]2[S:32][C:33](/[CH:36]=[CH:37]/C(OCC)=O)=[CH:34][N:35]=2)[C:9]1=[O:43])(=O)C.[OH-:46].[Na+].[CH2:48]([OH:50])C.Cl, predict the reaction product. The product is: [Cl:19][C:17]1[CH:16]=[CH:15][C:14]2[N:8]([CH2:7][C:6]([CH3:45])([CH3:44])[CH2:5][OH:4])[C:9](=[O:43])[C@@H:10]([CH2:30][C:31]3[S:32][C:33]([C:36](=[CH2:37])[C:48]([OH:50])=[O:46])=[CH:34][N:35]=3)[O:11][C@H:12]([C:20]3[CH:25]=[CH:24][CH:23]=[C:22]([O:26][CH3:27])[C:21]=3[O:28][CH3:29])[C:13]=2[CH:18]=1. (8) The product is: [CH2:1]([O:5][C:6]1[N:14]=[C:13]2[C:9]([NH:10][C:11](=[O:29])[N:12]2[CH2:15][CH2:16][CH:21]2[CH2:20][CH2:6][N:7]([CH2:33][C:34]([NH:36][C:37]3[CH:42]=[CH:41][CH:40]=[C:39]([CH2:43][C:44]([O:46][CH3:47])=[O:45])[CH:38]=3)=[O:35])[CH2:8][CH2:9]2)=[C:8]([NH2:31])[N:7]=1)[CH2:2][CH2:3][CH3:4]. Given the reactants [CH2:1]([O:5][C:6]1[N:14]=[C:13]2[C:9]([N:10]=[C:11]([O:29]C)[N:12]2[CH2:15][CH:16]2[CH2:21][CH2:20]N(C(OC(C)(C)C)=O)CC2)=[C:8]([NH2:31])[N:7]=1)[CH2:2][CH2:3][CH3:4].Cl[CH2:33][C:34]([NH:36][C:37]1[CH:42]=[CH:41][CH:40]=[C:39]([CH2:43][C:44]([O:46][CH3:47])=[O:45])[CH:38]=1)=[O:35], predict the reaction product. (9) Given the reactants C[C:2]1[C:3]([NH2:11])=[C:4]([C:8](O)=[O:9])[S:5][C:6]=1[CH3:7].[NH2:12][C:13](N)=[O:14].[OH-].[Na+], predict the reaction product. The product is: [CH3:7][C:6]1[S:5][C:4]2[C:8]([OH:9])=[N:12][C:13]([OH:14])=[N:11][C:3]=2[CH:2]=1.